This data is from TCR-epitope binding with 47,182 pairs between 192 epitopes and 23,139 TCRs. The task is: Binary Classification. Given a T-cell receptor sequence (or CDR3 region) and an epitope sequence, predict whether binding occurs between them. (1) The epitope is KLVALGINAV. The TCR CDR3 sequence is CASSESEGVTEAFF. Result: 0 (the TCR does not bind to the epitope). (2) The epitope is TLVPQEHYV. The TCR CDR3 sequence is CASSKAHPWGGSFPRSYNEQFF. Result: 1 (the TCR binds to the epitope). (3) The epitope is FLRGRAYGL. The TCR CDR3 sequence is CASSLGVVITAETQYF. Result: 0 (the TCR does not bind to the epitope). (4) The epitope is PROT_97E67BCC. The TCR CDR3 sequence is CSARDPPSDVGTQYF. Result: 0 (the TCR does not bind to the epitope). (5) The epitope is CINGVCWTV. The TCR CDR3 sequence is CASSQEKGTEAFF. Result: 1 (the TCR binds to the epitope). (6) The epitope is GTSGSPIVNR. The TCR CDR3 sequence is CASSFGGGAQETQYF. Result: 1 (the TCR binds to the epitope). (7) The epitope is KLSYGIATV. The TCR CDR3 sequence is CASSYSRPGLSNQPQHF. Result: 0 (the TCR does not bind to the epitope).